Dataset: Reaction yield outcomes from USPTO patents with 853,638 reactions. Task: Predict the reaction yield, written as a fraction of the theoretical maximum amount of product (1.0 means a 100% yield; for example, 0.34 means a 34% yield). (1) The reactants are C([O:14][C:15]1[C:24]2[N:23]=[CH:22][CH:21]=[CH:20][C:19]=2[C:18]([C:25]([OH:27])=O)=[C:17]2[CH2:28][N:29]([CH2:32][C:33]3[CH:38]=[CH:37][C:36]([F:39])=[CH:35][CH:34]=3)[C:30](=[O:31])[C:16]=12)(C1C=CC=CC=1)C1C=CC=CC=1.[CH3:40][NH:41][C:42]1[CH:47]=[CH:46][CH:45]=[CH:44][N:43]=1.C(N(C(C)C)CC)(C)C.F[P-](F)(F)(F)(F)F.N1(OC(N(C)C)=[N+](C)C)C2N=CC=CC=2N=N1. The catalyst is CN(C)C=O. The product is [CH3:40][N:41]([C:42]1[CH:47]=[CH:46][CH:45]=[CH:44][N:43]=1)[C:25]([C:18]1[C:19]2[CH:20]=[CH:21][CH:22]=[N:23][C:24]=2[C:15]([OH:14])=[C:16]2[C:30](=[O:31])[N:29]([CH2:32][C:33]3[CH:38]=[CH:37][C:36]([F:39])=[CH:35][CH:34]=3)[CH2:28][C:17]=12)=[O:27]. The yield is 0.0800. (2) The reactants are [F:1][C:2]1[CH:3]=[C:4]([C:10]2[C:11]([C:17]3[CH:22]=[CH:21][C:20]([O:23][CH3:24])=[CH:19][CH:18]=3)=[CH:12][C:13](=[O:16])[NH:14][N:15]=2)[CH:5]=[CH:6][C:7]=1[O:8][CH3:9].[Cl:25][C:26]1[CH:35]=[CH:34][C:29]([CH:30]=[CH:31][CH2:32]Cl)=[CH:28][CH:27]=1. No catalyst specified. The product is [Cl:25][C:26]1[CH:35]=[CH:34][C:29]([CH:30]=[CH:31][CH2:32][N:14]2[C:13](=[O:16])[CH:12]=[C:11]([C:17]3[CH:18]=[CH:19][C:20]([O:23][CH3:24])=[CH:21][CH:22]=3)[C:10]([C:4]3[CH:5]=[CH:6][C:7]([O:8][CH3:9])=[C:2]([F:1])[CH:3]=3)=[N:15]2)=[CH:28][CH:27]=1. The yield is 0.725. (3) The reactants are Cl[C:2]1[CH:3]=[C:4]([C:22]([NH2:24])=[O:23])[C:5]([O:8][C:9]2[CH:14]=[CH:13][C:12]([O:15][C:16]3[CH:21]=[CH:20][CH:19]=[CH:18][CH:17]=3)=[CH:11][CH:10]=2)=[N:6][CH:7]=1.CC1(C)OB([C:31]2[CH2:32][CH2:33][N:34]([C:37]([O:39][C:40]([CH3:43])([CH3:42])[CH3:41])=[O:38])[CH2:35][CH:36]=2)OC1(C)C.C([O-])([O-])=O.[Cs+].[Cs+]. The catalyst is O1CCOCC1.O. The product is [C:22]([C:4]1[CH:3]=[C:2]([C:31]2[CH2:36][CH2:35][N:34]([C:37]([O:39][C:40]([CH3:43])([CH3:42])[CH3:41])=[O:38])[CH2:33][CH:32]=2)[CH:7]=[N:6][C:5]=1[O:8][C:9]1[CH:14]=[CH:13][C:12]([O:15][C:16]2[CH:21]=[CH:20][CH:19]=[CH:18][CH:17]=2)=[CH:11][CH:10]=1)(=[O:23])[NH2:24]. The yield is 0.730. (4) The reactants are C(Cl)(=O)C(Cl)=O.CS(C)=O.[CH3:11][C:12]1[N:17]=[C:16]([CH:18]([OH:20])[CH3:19])[CH:15]=[CH:14][CH:13]=1.C(N(CC)CC)C. The catalyst is C(Cl)Cl. The product is [CH3:11][C:12]1[N:17]=[C:16]([C:18](=[O:20])[CH3:19])[CH:15]=[CH:14][CH:13]=1. The yield is 0.920. (5) The reactants are Br[C:2]1[CH:33]=[CH:32][C:5]([CH2:6][CH:7]2[C:16]3[C:11](=[CH:12][C:13]([O:17][CH2:18][C:19]4[CH:24]=[CH:23][CH:22]=[CH:21][CH:20]=4)=[CH:14][CH:15]=3)[CH2:10][CH2:9][N:8]2[C:25]2[CH:30]=[CH:29][C:28]([F:31])=[CH:27][CH:26]=2)=[CH:4][CH:3]=1.[C:34]([O:38][CH2:39][CH3:40])(=[O:37])[CH:35]=[CH2:36]. No catalyst specified. The product is [F:31][C:28]1[CH:29]=[CH:30][C:25]([N:8]2[CH2:9][CH2:10][C:11]3[C:16](=[CH:15][CH:14]=[C:13]([O:17][CH2:18][C:19]4[CH:20]=[CH:21][CH:22]=[CH:23][CH:24]=4)[CH:12]=3)[CH:7]2[CH2:6][C:5]2[CH:32]=[CH:33][C:2](/[CH:36]=[CH:35]/[C:34]([O:38][CH2:39][CH3:40])=[O:37])=[CH:3][CH:4]=2)=[CH:26][CH:27]=1. The yield is 0.900. (6) The reactants are [C:1]([O:5][C:6]([N:8]1[CH2:13][CH2:12][CH:11]([N:14]2[C:18]3=[N:19][CH:20]=[N:21][C:22]([O:23][C:24]4[CH:34]=[CH:33][C:27]5[S:28](=[O:32])(=[O:31])[CH:29]=[CH:30][C:26]=5[CH:25]=4)=[C:17]3[CH:16]=[N:15]2)[CH2:10][CH2:9]1)=[O:7])([CH3:4])([CH3:3])[CH3:2]. The catalyst is [Pd].C(OCC)(=O)C. The product is [C:1]([O:5][C:6]([N:8]1[CH2:9][CH2:10][CH:11]([N:14]2[C:18]3=[N:19][CH:20]=[N:21][C:22]([O:23][C:24]4[CH:34]=[CH:33][C:27]5[S:28](=[O:31])(=[O:32])[CH2:29][CH2:30][C:26]=5[CH:25]=4)=[C:17]3[CH:16]=[N:15]2)[CH2:12][CH2:13]1)=[O:7])([CH3:4])([CH3:2])[CH3:3]. The yield is 0.930.